This data is from Forward reaction prediction with 1.9M reactions from USPTO patents (1976-2016). The task is: Predict the product of the given reaction. (1) Given the reactants [CH3:1][O:2][C:3]1[CH:8]=[CH:7][C:6]([C:9]2[CH:14]=[CH:13][N:12]=[C:11]([NH:15][CH:16]([CH2:19][O:20][CH3:21])[CH2:17][CH3:18])[C:10]=2[NH2:22])=[C:5]([CH3:23])[CH:4]=1.[C:24](OC)(=[O:28])[C:25]([CH3:27])=O, predict the reaction product. The product is: [CH3:1][O:2][C:3]1[CH:8]=[CH:7][C:6]([C:9]2[C:10]3[N:22]=[C:25]([CH3:27])[C:24](=[O:28])[N:15]([CH:16]([CH2:19][O:20][CH3:21])[CH2:17][CH3:18])[C:11]=3[N:12]=[CH:13][CH:14]=2)=[C:5]([CH3:23])[CH:4]=1. (2) Given the reactants Cl.[N+:2]([C:5]1[CH:9]=[N:8][NH:7][C:6]=1[NH2:10])([O-:4])=[O:3].[CH3:11][CH:12]([C:16](=O)[CH3:17])[C:13](=O)[CH3:14], predict the reaction product. The product is: [CH3:14][C:13]1[C:12]([CH3:11])=[C:16]([CH3:17])[N:7]2[N:8]=[CH:9][C:5]([N+:2]([O-:4])=[O:3])=[C:6]2[N:10]=1. (3) Given the reactants Cl.[NH2:2][C@@H:3]([C:5]([NH2:7])=[O:6])[CH3:4].[C:8](Cl)([O:10][CH2:11][CH:12]1[C:24]2[C:19](=[CH:20][CH:21]=[CH:22][CH:23]=2)[C:18]2[C:13]1=[CH:14][CH:15]=[CH:16][CH:17]=2)=[O:9], predict the reaction product. The product is: [NH2:7][C:5](=[O:6])[C@H:3]([NH:2][C:8](=[O:9])[O:10][CH2:11][CH:12]1[C:24]2[CH:23]=[CH:22][CH:21]=[CH:20][C:19]=2[C:18]2[C:13]1=[CH:14][CH:15]=[CH:16][CH:17]=2)[CH3:4]. (4) Given the reactants [CH2:1]([N:3]([CH2:16][CH3:17])[C:4]([C:6]1[CH:11]=[CH:10][C:9]([F:12])=[CH:8][C:7]=1B(O)O)=[O:5])[CH3:2].Br[C:19]1[C:20]([O:26][CH3:27])=[N:21][CH:22]=[N:23][C:24]=1[CH3:25].C(=O)([O-])[O-].[Na+].[Na+].C1(C)C=CC=CC=1, predict the reaction product. The product is: [CH2:1]([N:3]([CH2:16][CH3:17])[C:4](=[O:5])[C:6]1[CH:11]=[CH:10][C:9]([F:12])=[CH:8][C:7]=1[C:19]1[C:20]([O:26][CH3:27])=[N:21][CH:22]=[N:23][C:24]=1[CH3:25])[CH3:2]. (5) Given the reactants [CH:1]([NH:4][C:5]([C:7]1[C:15]2[C:10](=[N:11][CH:12]=[C:13]([C:16]3[C:17]4[CH2:24][CH2:23][CH2:22][C:18]=4[N:19]([CH3:21])[N:20]=3)[N:14]=2)[N:9](COCC[Si](C)(C)C)[CH:8]=1)=[O:6])([CH3:3])[CH3:2].C(O)(C(F)(F)F)=O, predict the reaction product. The product is: [CH:1]([NH:4][C:5]([C:7]1[C:15]2[C:10](=[N:11][CH:12]=[C:13]([C:16]3[C:17]4[CH2:24][CH2:23][CH2:22][C:18]=4[N:19]([CH3:21])[N:20]=3)[N:14]=2)[NH:9][CH:8]=1)=[O:6])([CH3:3])[CH3:2].